From a dataset of Catalyst prediction with 721,799 reactions and 888 catalyst types from USPTO. Predict which catalyst facilitates the given reaction. (1) Reactant: [CH2:1]([O:23][C:24]1[CH:36]=[CH:35][C:34]2[C:33]3[C:28](=[CH:29][CH:30]=[CH:31][CH:32]=3)[C:27](=[O:37])[C:26]=2[CH:25]=1)[CH2:2][CH2:3][CH2:4][CH2:5][CH2:6][CH2:7][CH2:8][CH2:9][CH2:10][CH2:11][CH2:12][CH2:13][CH2:14][CH2:15][CH2:16][CH2:17][CH2:18][CH2:19][CH2:20][CH2:21][CH3:22].[Cl:38][C:39]1[CH:44]=[CH:43][C:42]([Mg]Br)=[CH:41][CH:40]=1.Cl. Product: [CH2:1]([O:23][C:24]1[CH:36]=[CH:35][C:34]2[C:33]3[C:28](=[CH:29][CH:30]=[CH:31][CH:32]=3)[C:27]([C:42]3[CH:43]=[CH:44][C:39]([Cl:38])=[CH:40][CH:41]=3)([OH:37])[C:26]=2[CH:25]=1)[CH2:2][CH2:3][CH2:4][CH2:5][CH2:6][CH2:7][CH2:8][CH2:9][CH2:10][CH2:11][CH2:12][CH2:13][CH2:14][CH2:15][CH2:16][CH2:17][CH2:18][CH2:19][CH2:20][CH2:21][CH3:22]. The catalyst class is: 1. (2) Reactant: Br[C:2]1[CH:3]=[N:4][N:5]([C:7]2[C:12]([Cl:13])=[CH:11][N:10]=[C:9]3[N:14]([CH2:23][O:24][CH2:25][CH2:26][Si:27]([CH3:30])([CH3:29])[CH3:28])[C:15]([C:17]4[CH:18]=[N:19][N:20]([CH3:22])[CH:21]=4)=[CH:16][C:8]=23)[CH:6]=1.C([Li])CCC.[C:36]1(=[O:40])[CH2:39][CH2:38][CH2:37]1. Product: [Cl:13][C:12]1[C:7]([N:5]2[CH:6]=[C:2]([C:36]3([OH:40])[CH2:39][CH2:38][CH2:37]3)[CH:3]=[N:4]2)=[C:8]2[CH:16]=[C:15]([C:17]3[CH:18]=[N:19][N:20]([CH3:22])[CH:21]=3)[N:14]([CH2:23][O:24][CH2:25][CH2:26][Si:27]([CH3:30])([CH3:29])[CH3:28])[C:9]2=[N:10][CH:11]=1. The catalyst class is: 7. (3) Reactant: [C:1]([O:4][C@H:5]1[C@@H:9]([CH2:10]I)[O:8][C@@H:7]([N:12]2[CH:20]=[C:18]([CH3:19])[C:16](=[O:17])[NH:15][C:13]2=[O:14])[CH2:6]1)(=[O:3])[CH3:2].C1C=CC(P(C2C=CC=CC=2)C2C=CC=CC=2)=CC=1.CC(O)=O.N(C(OCC)=O)=NC(OCC)=O.C([O-])([O-])=O.[K+].[K+]. Product: [C:1]([O:4][C@H:5]1[C:9](=[CH2:10])[O:8][C@H:7]([N:12]2[CH:20]=[C:18]([CH3:19])[C:16](=[O:17])[NH:15][C:13]2=[O:14])[CH2:6]1)(=[O:3])[CH3:2]. The catalyst class is: 36. (4) Product: [ClH:1].[Cl:1][C:2]1[CH:3]=[C:4]([CH:32]=[C:33]([Cl:35])[CH:34]=1)[CH2:5][NH:6][C:7]1[CH:8]=[C:9]([N:19]2[CH2:24][CH2:23][NH:22][CH2:21][CH2:20]2)[CH:10]=[CH:11][C:12]=1[C:13](=[O:18])[C:14]([F:16])([F:17])[F:15]. Reactant: [Cl:1][C:2]1[CH:3]=[C:4]([CH:32]=[C:33]([Cl:35])[CH:34]=1)[CH2:5][NH:6][C:7]1[CH:8]=[C:9]([N:19]2[CH2:24][CH2:23][N:22](C(OC(C)(C)C)=O)[CH2:21][CH2:20]2)[CH:10]=[CH:11][C:12]=1[C:13](=[O:18])[C:14]([F:17])([F:16])[F:15].FC(F)(F)C(O)=O. The catalyst class is: 4. (5) Reactant: [Cl:1][C:2]1[CH:7]=[CH:6][C:5]([CH:8]([C:26]2[CH:31]=[CH:30][C:29]([Cl:32])=[CH:28][CH:27]=2)[N:9]2[CH2:12][CH:11]([CH:13]([C:18]3[CH:23]=[C:22]([F:24])[CH:21]=[C:20]([F:25])[CH:19]=3)[C:14]([CH3:17])(O)[CH3:15])[CH2:10]2)=[CH:4][CH:3]=1.N1C=CC=CC=1.[FH:39].[OH-].[Na+].C([O-])(O)=O.[Na+]. Product: [Cl:1][C:2]1[CH:7]=[CH:6][C:5]([CH:8]([C:26]2[CH:31]=[CH:30][C:29]([Cl:32])=[CH:28][CH:27]=2)[N:9]2[CH2:12][CH:11]([C@@H:13]([C:18]3[CH:23]=[C:22]([F:24])[CH:21]=[C:20]([F:25])[CH:19]=3)[C:14]([F:39])([CH3:17])[CH3:15])[CH2:10]2)=[CH:4][CH:3]=1. The catalyst class is: 2.